The task is: Regression. Given a peptide amino acid sequence and an MHC pseudo amino acid sequence, predict their binding affinity value. This is MHC class I binding data.. This data is from Peptide-MHC class I binding affinity with 185,985 pairs from IEDB/IMGT. The binding affinity (normalized) is 0.409. The MHC is BoLA-HD6 with pseudo-sequence BoLA-HD6. The peptide sequence is RQPLNIQAI.